From a dataset of Peptide-MHC class II binding affinity with 134,281 pairs from IEDB. Regression. Given a peptide amino acid sequence and an MHC pseudo amino acid sequence, predict their binding affinity value. This is MHC class II binding data. The peptide sequence is SHLIKIPLLIGYGNK. The MHC is DRB1_1302 with pseudo-sequence DRB1_1302. The binding affinity (normalized) is 0.486.